Predict the product of the given reaction. From a dataset of Forward reaction prediction with 1.9M reactions from USPTO patents (1976-2016). (1) Given the reactants [Cl:1][C:2]1[CH:3]=[CH:4][C:5]([CH:24]=[O:25])=[C:6]2[C:10]=1[N:9]=[C:8]1[N:11]([C:15]3[CH:20]=[CH:19][C:18]([O:21][CH3:22])=[CH:17][C:16]=3[Cl:23])[CH2:12][CH2:13][CH2:14][N:7]21.[CH:26]1([Mg]Br)[CH2:28][CH2:27]1.[Cl-].[NH4+], predict the reaction product. The product is: [Cl:1][C:2]1[C:10]2[N:9]=[C:8]3[N:11]([C:15]4[CH:20]=[CH:19][C:18]([O:21][CH3:22])=[CH:17][C:16]=4[Cl:23])[CH2:12][CH2:13][CH2:14][N:7]3[C:6]=2[C:5]([CH:24]([CH:26]2[CH2:28][CH2:27]2)[OH:25])=[CH:4][CH:3]=1. (2) Given the reactants [Na+].[C:2]([CH2:5][NH:6][C:7]([C:9]1[N:10]=[C:11]([N:14]2[CH2:17][CH:16]([S:18][C:19]3[C@H:20]([CH3:33])[C@@H:21]4[C@@H:28]([C@H:29]([OH:31])[CH3:30])[C:27](=[O:32])[N:22]4[C:23]=3[C:24]([O-:26])=[O:25])[CH2:15]2)[S:12][CH:13]=1)=[O:8])(=O)[NH2:3].C(O)(=O)C.NN.C1(P(OC2[C@H](C)[C@H]3[C@@H]([C@H](O)C)C(=O)N3C=2C(O[CH2:63][C:64]2[CH:69]=[CH:68][C:67]([N+:70]([O-:72])=[O:71])=[CH:66][CH:65]=2)=O)(C2C=CC=CC=2)=O)C=CC=CC=1.[CH:80](N(C(C)C)CC)([CH3:82])[CH3:81].C(=O)([O-])O.[Na+], predict the reaction product. The product is: [C:2]([CH2:5][N:6]([CH:80]([CH3:82])[CH3:81])[C:7]([C:9]1[N:10]=[C:11]([N:14]2[CH2:17][CH:16]([S:18][C:19]3[C@H:20]([CH3:33])[C@@H:21]4[C@@H:28]([C@H:29]([OH:31])[CH3:30])[C:27](=[O:32])[N:22]4[C:23]=3[C:24]([O:26][CH2:63][C:64]3[CH:65]=[CH:66][C:67]([N+:70]([O-:72])=[O:71])=[CH:68][CH:69]=3)=[O:25])[CH2:15]2)[S:12][CH:13]=1)=[O:8])#[N:3].